This data is from Reaction yield outcomes from USPTO patents with 853,638 reactions. The task is: Predict the reaction yield, written as a fraction of the theoretical maximum amount of product (1.0 means a 100% yield; for example, 0.34 means a 34% yield). (1) The reactants are [CH3:1][N:2]([C:19]1[CH:24]=[CH:23][CH:22]=[CH:21][C:20]=1[N+:25]([O-])=O)[C:3](=[O:18])[CH2:4][CH2:5][CH2:6][CH2:7][CH2:8][CH2:9][C:10](=[O:17])[C:11]1[CH:16]=[CH:15][CH:14]=[CH:13][CH:12]=1. The catalyst is C(OCC)(=O)C.CO.[Ni]. The product is [CH3:1][N:2]([C:19]1[CH:24]=[CH:23][CH:22]=[CH:21][C:20]=1[NH2:25])[C:3](=[O:18])[CH2:4][CH2:5][CH2:6][CH2:7][CH2:8][CH2:9][C:10](=[O:17])[C:11]1[CH:12]=[CH:13][CH:14]=[CH:15][CH:16]=1. The yield is 0.470. (2) The reactants are [CH:1]1[C:13]2[NH:12][C:11]3[C:6](=[CH:7][CH:8]=[CH:9][CH:10]=3)[C:5]=2[CH:4]=[CH:3][CH:2]=1.Cl(O)(=O)(=O)=O.[C:19](OC(=O)C)(=[O:21])[CH3:20]. No catalyst specified. The product is [C:19]([N:12]1[C:11]2[CH:10]=[CH:9][CH:8]=[CH:7][C:6]=2[C:5]2[C:13]1=[CH:1][CH:2]=[CH:3][CH:4]=2)(=[O:21])[CH3:20]. The yield is 0.900. (3) The reactants are Cl.[I:2][C:3]1[CH:10]=[CH:9][C:6]([CH2:7][NH2:8])=[CH:5][CH:4]=1.[CH3:11][C:12]([O:15][C:16]([NH:18][C@H:19]([C:26](O)=[O:27])[CH2:20][CH2:21][C:22]([O:24][CH3:25])=[O:23])=[O:17])([CH3:14])[CH3:13].CCN=C=NCCCN(C)C.C1C=CC2N(O)N=NC=2C=1.CCN(C(C)C)C(C)C. The catalyst is C(Cl)Cl. The product is [C:12]([O:15][C:16]([NH:18][C@H:19]([C:26]([NH:8][CH2:7][C:6]1[CH:9]=[CH:10][C:3]([I:2])=[CH:4][CH:5]=1)=[O:27])[CH2:20][CH2:21][C:22]([O:24][CH3:25])=[O:23])=[O:17])([CH3:13])([CH3:11])[CH3:14]. The yield is 0.770. (4) The reactants are [NH2:1][C:2]1[S:3][C:4]([CH3:19])=[CH:5][C:6]=1[C:7](=O)[C:8]1[CH:13]=[CH:12][CH:11]=[C:10]([C:14]([F:17])([F:16])[F:15])[CH:9]=1.[C:20]([O-:23])(=[O:22])[CH3:21].[NH4+:24].C(O)(=O)C=O. The catalyst is C(O)C. The product is [CH3:19][C:4]1[S:3][C:2]2[N:1]=[C:21]([C:20]([OH:23])=[O:22])[N:24]=[C:7]([C:8]3[CH:13]=[CH:12][CH:11]=[C:10]([C:14]([F:17])([F:16])[F:15])[CH:9]=3)[C:6]=2[CH:5]=1. The yield is 0.130.